From a dataset of Peptide-MHC class I binding affinity with 185,985 pairs from IEDB/IMGT. Regression. Given a peptide amino acid sequence and an MHC pseudo amino acid sequence, predict their binding affinity value. This is MHC class I binding data. (1) The peptide sequence is TLACFVLAA. The MHC is HLA-A02:06 with pseudo-sequence HLA-A02:06. The binding affinity (normalized) is 0.730. (2) The peptide sequence is KRWIIMGLNK. The MHC is HLA-A30:02 with pseudo-sequence HLA-A30:02. The binding affinity (normalized) is 0. (3) The peptide sequence is RLLTALGNYIY. The MHC is Mamu-A02 with pseudo-sequence Mamu-A02. The binding affinity (normalized) is 0.570. (4) The peptide sequence is PSDTIHASF. The MHC is HLA-A01:01 with pseudo-sequence HLA-A01:01. The binding affinity (normalized) is 0.156. (5) The binding affinity (normalized) is 0.0847. The peptide sequence is FAFKLSFAI. The MHC is HLA-C05:01 with pseudo-sequence HLA-C05:01. (6) The peptide sequence is VLPVPGASV. The MHC is HLA-B27:05 with pseudo-sequence HLA-B27:05. The binding affinity (normalized) is 0.0847. (7) The peptide sequence is SALIAERPL. The MHC is H-2-Db with pseudo-sequence H-2-Db. The binding affinity (normalized) is 0.373.